This data is from Reaction yield outcomes from USPTO patents with 853,638 reactions. The task is: Predict the reaction yield, written as a fraction of the theoretical maximum amount of product (1.0 means a 100% yield; for example, 0.34 means a 34% yield). (1) The reactants are C([O:3][C:4](=[O:23])[CH:5]([C:12]1[CH:17]=[CH:16][C:15]([S:18]([CH2:21][CH3:22])(=[O:20])=[O:19])=[CH:14][CH:13]=1)[CH2:6][CH:7]1[CH2:11][CH2:10][CH2:9][CH2:8]1)C.[OH-].[Li+]. The catalyst is O1CCCC1. The product is [CH:7]1([CH2:6][CH:5]([C:12]2[CH:17]=[CH:16][C:15]([S:18]([CH2:21][CH3:22])(=[O:20])=[O:19])=[CH:14][CH:13]=2)[C:4]([OH:23])=[O:3])[CH2:11][CH2:10][CH2:9][CH2:8]1. The yield is 0.960. (2) The reactants are [N:1]1[C:10]2[C:5](=[CH:6][C:7]([CH2:11][CH2:12][CH:13]=[O:14])=[CH:8][CH:9]=2)[N:4]=[CH:3][CH:2]=1.N1CCC[C@@H]1C(O)=O.[Cl:23]N1C(=O)CCC1=O. The catalyst is C(Cl)(Cl)Cl.C(Cl)Cl. The product is [Cl:23][CH:12]([CH2:11][C:7]1[CH:6]=[C:5]2[C:10](=[CH:9][CH:8]=1)[N:1]=[CH:2][CH:3]=[N:4]2)[CH:13]=[O:14]. The yield is 0.950. (3) The reactants are [F:1][C:2]1[CH:7]=[CH:6][C:5]([C:8]2[O:12][C:11]([CH3:13])=[C:10]([CH:14]=[O:15])[CH:9]=2)=[CH:4][CH:3]=1.[CH:16]1([Mg]Br)[CH2:21][CH2:20][CH2:19][CH2:18][CH2:17]1.O1CCCC1. No catalyst specified. The product is [CH:16]1([CH:14]([C:10]2[CH:9]=[C:8]([C:5]3[CH:6]=[CH:7][C:2]([F:1])=[CH:3][CH:4]=3)[O:12][C:11]=2[CH3:13])[OH:15])[CH2:21][CH2:20][CH2:19][CH2:18][CH2:17]1. The yield is 0.830. (4) The reactants are C[O:2][C:3](=O)[CH2:4][CH:5]1[C:14]2[C:9](=[CH:10][C:11]([S:15]([C:18]3[CH:23]=[CH:22][CH:21]=[CH:20][CH:19]=3)(=[O:17])=[O:16])=[CH:12][CH:13]=2)[CH2:8][CH2:7][CH2:6]1.[H-].[Al+3].[Li+].[H-].[H-].[H-].N1C=CC=CC=1.[CH3:37][S:38](Cl)(=[O:40])=[O:39].C([O-])(O)=O.[Na+]. The catalyst is CCOCC.C1COCC1.C(Cl)Cl.C1C=CC=CC=1. The product is [C:18]1([S:15]([C:11]2[CH:10]=[C:9]3[C:14](=[CH:13][CH:12]=2)[CH:5]([CH2:4][CH2:3][O:2][S:38]([CH3:37])(=[O:40])=[O:39])[CH2:6][CH2:7][CH2:8]3)(=[O:17])=[O:16])[CH:23]=[CH:22][CH:21]=[CH:20][CH:19]=1. The yield is 0.773. (5) The product is [CH2:1]([NH:4][C:5]1[N:6]=[C:7]([N:24]([CH3:25])[CH3:23])[C:8]2[CH:13]=[CH:12][N:11]([CH3:14])[C:9]=2[N:10]=1)[CH2:2][CH3:3]. The catalyst is C(O)CCC. The reactants are [CH2:1]([NH:4][C:5]1[N:6]=[C:7](Cl)[C:8]2[CH:13]=[CH:12][N:11]([CH3:14])[C:9]=2[N:10]=1)[CH2:2][CH3:3].C(=O)([O-])[O-].[K+].[K+].Cl.[CH3:23][NH:24][CH3:25].O. The yield is 0.760.